From a dataset of Full USPTO retrosynthesis dataset with 1.9M reactions from patents (1976-2016). Predict the reactants needed to synthesize the given product. Given the product [OH:2][CH2:1][C:3]1[N:4]=[C:5]2[C:10]([N:11]3[CH2:16][CH2:15][O:14][CH2:13][CH2:12]3)=[N:9][CH:8]=[C:7]([C:17]3[CH:18]=[CH:19][C:20]([C:23]#[N:24])=[N:21][CH:22]=3)[N:6]2[CH:25]=1, predict the reactants needed to synthesize it. The reactants are: [CH:1]([C:3]1[N:4]=[C:5]2[C:10]([N:11]3[CH2:16][CH2:15][O:14][CH2:13][CH2:12]3)=[N:9][CH:8]=[C:7]([C:17]3[CH:18]=[CH:19][C:20]([C:23]#[N:24])=[N:21][CH:22]=3)[N:6]2[CH:25]=1)=[O:2].[BH4-].[Na+].